This data is from Reaction yield outcomes from USPTO patents with 853,638 reactions. The task is: Predict the reaction yield, written as a fraction of the theoretical maximum amount of product (1.0 means a 100% yield; for example, 0.34 means a 34% yield). (1) The reactants are [CH2:1]([O:3][C:4](=[O:17])/[CH:5]=[C:6](/[O:8][C:9]1[CH:14]=[CH:13][CH:12]=[C:11]([F:15])[C:10]=1[F:16])\[CH3:7])[CH3:2].[Br:18]N1C(=O)CCC1=O.C(OOC(=O)C1C=CC=CC=1)(=O)C1C=CC=CC=1. The catalyst is C(Cl)(Cl)(Cl)Cl. The product is [CH2:1]([O:3][C:4](=[O:17])/[CH:5]=[C:6](/[O:8][C:9]1[CH:14]=[CH:13][CH:12]=[C:11]([F:15])[C:10]=1[F:16])\[CH2:7][Br:18])[CH3:2]. The yield is 0.400. (2) The reactants are Cl.[Si]([O:19][CH2:20][CH2:21][O:22][CH2:23][C@H:24]([O:35][C:36]1[C:37]2[N:44]=[N:43][N:42]([C:45]3[CH:50]=[CH:49][CH:48]=[CH:47][C:46]=3[CH3:51])[C:38]=2[N:39]=[CH:40][N:41]=1)[C:25]([NH:27][C:28]1[CH:33]=[CH:32][C:31]([Cl:34])=[CH:30][N:29]=1)=[O:26])(C(C)(C)C)(C1C=CC=CC=1)C1C=CC=CC=1. The catalyst is CO. The product is [Cl:34][C:31]1[CH:32]=[CH:33][C:28]([NH:27][C:25](=[O:26])[C@@H:24]([O:35][C:36]2[C:37]3[N:44]=[N:43][N:42]([C:45]4[CH:50]=[CH:49][CH:48]=[CH:47][C:46]=4[CH3:51])[C:38]=3[N:39]=[CH:40][N:41]=2)[CH2:23][O:22][CH2:21][CH2:20][OH:19])=[N:29][CH:30]=1. The yield is 0.488. (3) The reactants are CCN(C(C)C)C(C)C.OC(C(F)(F)F)=O.[NH2:17][CH2:18][C:19]([N:21]1[CH2:26][CH2:25][N:24]([C:27](=[O:38])[C:28]2[CH:33]=[CH:32][CH:31]=[CH:30][C:29]=2[C:34]([F:37])([F:36])[F:35])[CH2:23][CH2:22]1)=[O:20].C1C=CC2N(O)N=NC=2C=1.CCN=C=NCCCN(C)C.[F:60][C:61]([F:77])([F:76])[C:62]1[CH:63]=[C:64]([C:68]2[O:72][C:71]([C:73](O)=[O:74])=[CH:70][CH:69]=2)[CH:65]=[CH:66][CH:67]=1. The catalyst is CN(C=O)C.O. The product is [O:20]=[C:19]([N:21]1[CH2:22][CH2:23][N:24]([C:27](=[O:38])[C:28]2[CH:33]=[CH:32][CH:31]=[CH:30][C:29]=2[C:34]([F:37])([F:35])[F:36])[CH2:25][CH2:26]1)[CH2:18][NH:17][C:73]([C:71]1[O:72][C:68]([C:64]2[CH:65]=[CH:66][CH:67]=[C:62]([C:61]([F:77])([F:60])[F:76])[CH:63]=2)=[CH:69][CH:70]=1)=[O:74]. The yield is 0.370. (4) The reactants are Cl.[C:2]12([NH2:12])[CH2:11][CH:6]3[CH2:7][CH:8]([CH2:10][CH:4]([CH2:5]3)[CH2:3]1)[CH2:9]2.C(N(CC)CC)C.[C:20]([NH:23][C:24]1[CH:29]=[CH:28][C:27]([S:30](Cl)(=[O:32])=[O:31])=[CH:26][CH:25]=1)(=[O:22])[CH3:21]. The catalyst is O1CCOCC1. The product is [C:2]12([NH:12][S:30]([C:27]3[CH:26]=[CH:25][C:24]([NH:23][C:20](=[O:22])[CH3:21])=[CH:29][CH:28]=3)(=[O:32])=[O:31])[CH2:9][CH:8]3[CH2:7][CH:6]([CH2:5][CH:4]([CH2:10]3)[CH2:3]1)[CH2:11]2. The yield is 0.303. (5) The yield is 0.820. No catalyst specified. The reactants are [I:1][C:2]1[CH:3]=[C:4]([C:12]2[N:16]=[C:15]([C:17]3[CH:22]=[CH:21][C:20]([CH2:23][CH2:24][CH3:25])=[CH:19][CH:18]=3)[O:14][N:13]=2)[CH:5]=[CH:6][C:7]=1[O:8]C(C)C.ClC1C=C(C2ON=C(C3C=CC(OC(C)C)=C(I)C=3)N=2)C=CC=1OCCC. The product is [I:1][C:2]1[CH:3]=[C:4]([C:12]2[N:16]=[C:15]([C:17]3[CH:22]=[CH:21][C:20]([CH2:23][CH2:24][CH3:25])=[CH:19][CH:18]=3)[O:14][N:13]=2)[CH:5]=[CH:6][C:7]=1[OH:8]. (6) The reactants are Cl.[Cl:2][C:3]1[C:8]([C:9]([NH2:11])=[NH:10])=[CH:7][N:6]=[C:5]([O:12][CH3:13])[CH:4]=1.C(=O)(O)[O-].[K+].Br[CH2:20][C:21]([C:23]1[N:24]([CH:29]([CH3:31])[CH3:30])[N:25]=[C:26]([CH3:28])[N:27]=1)=O. The catalyst is C1COCC1.O. The product is [Cl:2][C:3]1[C:8]([C:9]2[NH:11][CH:20]=[C:21]([C:23]3[N:24]([CH:29]([CH3:31])[CH3:30])[N:25]=[C:26]([CH3:28])[N:27]=3)[N:10]=2)=[CH:7][N:6]=[C:5]([O:12][CH3:13])[CH:4]=1. The yield is 0.970. (7) The yield is 0.850. The product is [Cl:9][C:8]1[C:3]([NH2:1])=[N:4][C:5]([CH:17]2[CH2:19][CH2:18]2)=[N:6][C:7]=1[CH:10]([O:14][CH2:15][CH3:16])[O:11][CH2:12][CH3:13]. The reactants are [NH3:1].Cl[C:3]1[C:8]([Cl:9])=[C:7]([CH:10]([O:14][CH2:15][CH3:16])[O:11][CH2:12][CH3:13])[N:6]=[C:5]([CH:17]2[CH2:19][CH2:18]2)[N:4]=1. The catalyst is C(O)C. (8) The reactants are [ClH:1].[NH2:2][C@H:3]([C:8]([OH:10])=[O:9])[CH2:4][CH2:5][CH2:6][NH2:7].[CH3:11]O. No catalyst specified. The product is [ClH:1].[CH3:11][O:9][C:8](=[O:10])[C@H:3]([CH2:4][CH2:5][CH2:6][NH2:7])[NH2:2]. The yield is 0.970. (9) The reactants are C([O:3][C:4]([C:6]1[NH:7][C:8]([CH3:14])=[C:9]([CH:12]=[O:13])[C:10]=1[CH3:11])=[O:5])C.[OH-].[Na+].O.Cl. The catalyst is C(O)C. The product is [CH3:11][C:10]1[C:9]([CH:12]=[O:13])=[C:8]([CH3:14])[NH:7][C:6]=1[C:4]([OH:5])=[O:3]. The yield is 0.970. (10) The reactants are [CH3:1][C:2]1[O:6][N:5]=[C:4]([C:7]2[CH:12]=[CH:11][CH:10]=[CH:9][CH:8]=2)[C:3]=1[CH2:13][O:14][C:15]1[CH:23]=[C:22]([C:24]([F:27])([F:26])[F:25])[C:18]([C:19](O)=[O:20])=[CH:17][N:16]=1.[CH:28]([NH2:31])([CH3:30])[CH3:29]. No catalyst specified. The product is [CH:28]([NH:31][C:19](=[O:20])[C:18]1[C:22]([C:24]([F:27])([F:25])[F:26])=[CH:23][C:15]([O:14][CH2:13][C:3]2[C:4]([C:7]3[CH:8]=[CH:9][CH:10]=[CH:11][CH:12]=3)=[N:5][O:6][C:2]=2[CH3:1])=[N:16][CH:17]=1)([CH3:30])[CH3:29]. The yield is 0.270.